The task is: Predict the reaction yield, written as a fraction of the theoretical maximum amount of product (1.0 means a 100% yield; for example, 0.34 means a 34% yield).. This data is from Reaction yield outcomes from USPTO patents with 853,638 reactions. (1) The reactants are [Cl:1][C:2]1[CH:7]=[CH:6][CH:5]=[CH:4][C:3]=1[C:8]1[N:9]([C:21]2[CH:26]=[CH:25][C:24]([Cl:27])=[CH:23][CH:22]=2)[CH:10]=[C:11]([C:13]([N:15]2[CH2:20][CH2:19][S:18][CH2:17][CH2:16]2)=[O:14])[N:12]=1.OO.C([O-])(O)=[O:31].[Na+]. The catalyst is CC(C)=O.O. The product is [Cl:1][C:2]1[CH:7]=[CH:6][CH:5]=[CH:4][C:3]=1[C:8]1[N:9]([C:21]2[CH:26]=[CH:25][C:24]([Cl:27])=[CH:23][CH:22]=2)[CH:10]=[C:11]([C:13]([N:15]2[CH2:16][CH2:17][S:18](=[O:31])[CH2:19][CH2:20]2)=[O:14])[N:12]=1. The yield is 0.540. (2) The reactants are [H-].[Al+3].[Li+].[H-].[H-].[H-].[CH2:7]=[N:8][N:9]1[CH2:17][C@H:16]2[C@H:11]([CH2:12][CH2:13][CH2:14][CH2:15]2)[CH2:10]1.[OH-].[Na+].S([O-])([O-])(=O)=O.[Na+].[Na+]. The catalyst is O.C(OCC)C. The product is [CH3:7][NH:8][N:9]1[CH2:17][C@H:16]2[C@H:11]([CH2:12][CH2:13][CH2:14][CH2:15]2)[CH2:10]1. The yield is 0.850. (3) The reactants are [CH3:1][C:2]1[N:3]=[C:4]([NH:7][C:8]2[C:13]([OH:14])=[CH:12][CH:11]=[CH:10][N:9]=2)[S:5][CH:6]=1.C([O-])([O-])=O.[Cs+].[Cs+].CN(C=O)C.Br[CH:27]1[CH2:32][CH2:31][CH2:30][CH:29]=[CH:28]1. The catalyst is O. The product is [CH:32]1([O:14][C:13]2[C:8]([NH:7][C:4]3[S:5][CH:6]=[C:2]([CH3:1])[N:3]=3)=[N:9][CH:10]=[CH:11][CH:12]=2)[CH2:31][CH2:30][CH2:29][CH:28]=[CH:27]1. The yield is 0.375. (4) The reactants are [F:1][C:2]1[CH:3]=[C:4]([CH:25]=[CH:26][CH:27]=1)[CH2:5][O:6][C:7]1[CH:12]=[CH:11][C:10]([CH2:13][CH2:14][NH:15][CH2:16][C:17]2[CH:22]=[CH:21][CH:20]=[CH:19][CH:18]=2)=[CH:9][C:8]=1[O:23][CH3:24].C(N(C(C)C)CC)(C)C.[CH3:37][O:38][C:39](=[O:42])[CH2:40]Br. The catalyst is C(#N)C. The product is [CH3:37][O:38][C:39](=[O:42])[CH2:40][N:15]([CH2:14][CH2:13][C:10]1[CH:11]=[CH:12][C:7]([O:6][CH2:5][C:4]2[CH:25]=[CH:26][CH:27]=[C:2]([F:1])[CH:3]=2)=[C:8]([O:23][CH3:24])[CH:9]=1)[CH2:16][C:17]1[CH:18]=[CH:19][CH:20]=[CH:21][CH:22]=1. The yield is 0.950. (5) The reactants are [C:1]([CH2:3][N:4]1[CH2:9][CH2:8][N:7]([C:10]([O:12][C:13]([CH3:16])([CH3:15])[CH3:14])=[O:11])[CH2:6][C:5]1=[O:17])#[N:2]. The catalyst is CCO.O=[Pt]=O. The product is [NH2:2][CH2:1][CH2:3][N:4]1[CH2:9][CH2:8][N:7]([C:10]([O:12][C:13]([CH3:15])([CH3:14])[CH3:16])=[O:11])[CH2:6][C:5]1=[O:17]. The yield is 0.930.